This data is from Forward reaction prediction with 1.9M reactions from USPTO patents (1976-2016). The task is: Predict the product of the given reaction. (1) Given the reactants CCN(CC)CC.[CH2:8]([O:10][C:11](=[O:23])[C@@H:12]([OH:22])[C@@H:13]([NH2:21])[CH2:14][C:15]1[CH:20]=[CH:19][CH:18]=[CH:17][CH:16]=1)[CH3:9].Cl.Cl[C:26]([C:28]1[C:29]([CH3:38])=[C:30]([O:34][C:35](=[O:37])[CH3:36])[CH:31]=[CH:32][CH:33]=1)=[O:27], predict the reaction product. The product is: [CH2:8]([O:10][C:11](=[O:23])[C@@H:12]([OH:22])[C@@H:13]([NH:21][C:26](=[O:27])[C:28]1[CH:33]=[CH:32][CH:31]=[C:30]([O:34][C:35](=[O:37])[CH3:36])[C:29]=1[CH3:38])[CH2:14][C:15]1[CH:20]=[CH:19][CH:18]=[CH:17][CH:16]=1)[CH3:9]. (2) Given the reactants BrC[CH:3]1[CH2:8][CH2:7][CH2:6][N:5]([CH3:9])[CH2:4]1.[CH3:10][C:11]([O:14][C:15]([NH:17][C:18]([O:20][C:21]([CH3:24])([CH3:23])[CH3:22])=[O:19])=[O:16])([CH3:13])[CH3:12].C(=O)([O-])[O-].[Cs+].[Cs+], predict the reaction product. The product is: [C:21]([O:20][C:18]([N:17]([C:15]([O:14][C:11]([CH3:13])([CH3:12])[CH3:10])=[O:16])[CH:3]1[CH2:8][CH2:7][CH2:6][N:5]([CH3:9])[CH2:4]1)=[O:19])([CH3:24])([CH3:23])[CH3:22]. (3) Given the reactants FC1C=CC=CC=1C1CCCN(C(C2C=CN=C(N(C)C)C=2)=O)C1.Cl.[Cl:26][C:27]1[CH:32]=[CH:31][C:30]([CH:33]2[CH2:38][CH2:37][CH2:36][NH:35][CH2:34]2)=[C:29]([CH3:39])[CH:28]=1.[CH2:40]([C:42]1[CH:43]=[C:44]([CH:48]=[CH:49][N:50]=1)[C:45](O)=[O:46])[CH3:41], predict the reaction product. The product is: [Cl:26][C:27]1[CH:32]=[CH:31][C:30]([CH:33]2[CH2:38][CH2:37][CH2:36][N:35]([C:45]([C:44]3[CH:48]=[CH:49][N:50]=[C:42]([CH2:40][CH3:41])[CH:43]=3)=[O:46])[CH2:34]2)=[C:29]([CH3:39])[CH:28]=1. (4) Given the reactants [CH:1]1[C:10]2[C:5](=[CH:6][CH:7]=[CH:8][CH:9]=2)[CH:4]=[CH:3][C:2]=1[O:11][CH:12]1[CH2:18][CH2:17][NH:16][CH2:15][C:14]2[CH:19]=[C:20]([C:23]3[N:24]=[N:25][CH:26]=[CH:27][CH:28]=3)[CH:21]=[CH:22][C:13]1=2.[C:29]([OH:38])(=[O:37])[C@@H:30]([C@H:32]([C:34]([OH:36])=[O:35])[OH:33])[OH:31].O, predict the reaction product. The product is: [C:34]([CH:32]([CH:30]([C:29]([OH:38])=[O:37])[OH:31])[OH:33])([OH:36])=[O:35].[CH:1]1[C:10]2[C:5](=[CH:6][CH:7]=[CH:8][CH:9]=2)[CH:4]=[CH:3][C:2]=1[O:11][CH:12]1[CH2:18][CH2:17][NH:16][CH2:15][C:14]2[CH:19]=[C:20]([C:23]3[N:24]=[N:25][CH:26]=[CH:27][CH:28]=3)[CH:21]=[CH:22][C:13]1=2. (5) Given the reactants [CH2:1]([O:3][C:4]1[CH:11]=[CH:10][C:7]([CH:8]=O)=[CH:6][C:5]=1[N+:12]([O-:14])=[O:13])[CH3:2].[C:15]([CH:20]=P(C1C=CC=CC=1)(C1C=CC=CC=1)C1C=CC=CC=1)([O:17][CH2:18][CH3:19])=[O:16].O1CCCC1, predict the reaction product. The product is: [CH2:1]([O:3][C:4]1[CH:11]=[CH:10][C:7]([CH:8]=[CH:20][C:15]([O:17][CH2:18][CH3:19])=[O:16])=[CH:6][C:5]=1[N+:12]([O-:14])=[O:13])[CH3:2]. (6) Given the reactants [F:1][C:2]1[CH:9]=[CH:8][C:7]([OH:10])=[CH:6][C:3]=1[CH:4]=[O:5].[C:11]([Si:15](Cl)([CH3:17])[CH3:16])([CH3:14])([CH3:13])[CH3:12].N1C=CN=C1.CCOC(C)=O, predict the reaction product. The product is: [C:11]([Si:15]([CH3:17])([CH3:16])[O:10][C:7]1[CH:8]=[CH:9][C:2]([F:1])=[C:3]([CH:6]=1)[CH:4]=[O:5])([CH3:14])([CH3:13])[CH3:12]. (7) Given the reactants [NH2:1][C:2]1[C:11]2[C:6](=[CH:7][CH:8]=[CH:9][CH:10]=2)[CH:5]=[CH:4][C:3]=1[C:12]([OH:21])([C:17]([F:20])([F:19])[F:18])[C:13]([F:16])([F:15])[F:14].[CH3:22][C:23]([CH3:28])=[CH:24][C:25](Cl)=[O:26], predict the reaction product. The product is: [F:20][C:17]([F:18])([F:19])[C:12]([C:3]1[CH:4]=[CH:5][C:6]2[C:11](=[CH:10][CH:9]=[CH:8][CH:7]=2)[C:2]=1[NH:1][C:25](=[O:26])[CH:24]=[C:23]([CH3:28])[CH3:22])([OH:21])[C:13]([F:14])([F:15])[F:16]. (8) Given the reactants C([N:8]1[CH2:13][CH2:12][C:11]2([C:17]3[CH:18]=[CH:19][CH:20]=[CH:21][C:16]=3[CH2:15][O:14]2)[CH2:10][CH2:9]1)C1C=CC=CC=1, predict the reaction product. The product is: [NH:8]1[CH2:13][CH2:12][C:11]2([C:17]3[CH:18]=[CH:19][CH:20]=[CH:21][C:16]=3[CH2:15][O:14]2)[CH2:10][CH2:9]1. (9) Given the reactants [Cl:1][C:2]1[CH:3]=[CH:4][C:5]([NH:8][C:9]([C:11]2[O:19][C:18]3[C:13](=[N:14][CH:15]=[CH:16][CH:17]=3)[C:12]=2[NH:20][C:21]([C@H:23]2[CH2:28][CH2:27][C@H:26]([N:29]([CH3:41])[CH2:30][CH2:31][CH2:32][NH:33]C(=O)OC(C)(C)C)[CH2:25][CH2:24]2)=[O:22])=[O:10])=[N:6][CH:7]=1.Cl.O1CCOCC1, predict the reaction product. The product is: [NH2:33][CH2:32][CH2:31][CH2:30][N:29]([CH3:41])[C@H:26]1[CH2:25][CH2:24][C@H:23]([C:21]([NH:20][C:12]2[C:13]3=[N:14][CH:15]=[CH:16][CH:17]=[C:18]3[O:19][C:11]=2[C:9]([NH:8][C:5]2[CH:4]=[CH:3][C:2]([Cl:1])=[CH:7][N:6]=2)=[O:10])=[O:22])[CH2:28][CH2:27]1.